Task: Predict the reaction yield, written as a fraction of the theoretical maximum amount of product (1.0 means a 100% yield; for example, 0.34 means a 34% yield).. Dataset: Reaction yield outcomes from USPTO patents with 853,638 reactions (1) The reactants are I[C:2]1[N:3]=[CH:4][N:5]2[C:10]([C:11]([F:14])([F:13])[F:12])=[CH:9][C:8]([C:15]3[CH:20]=[CH:19][C:18]([C:21]([F:24])([F:23])[F:22])=[CH:17][CH:16]=3)=[N:7][C:6]=12.[CH3:25][Si:26]([C:29]#[CH:30])([CH3:28])[CH3:27].C(N(CC)CC)C.C1C=CC(P(C2C=CC=CC=2)C2C=CC=CC=2)=CC=1. The catalyst is CN(C)C=O.O.Cl[Pd](Cl)([P](C1C=CC=CC=1)(C1C=CC=CC=1)C1C=CC=CC=1)[P](C1C=CC=CC=1)(C1C=CC=CC=1)C1C=CC=CC=1.[Cu]I. The product is [F:12][C:11]([F:14])([F:13])[C:10]1[N:5]2[CH:4]=[N:3][C:2]([C:30]#[C:29][Si:26]([CH3:28])([CH3:27])[CH3:25])=[C:6]2[N:7]=[C:8]([C:15]2[CH:20]=[CH:19][C:18]([C:21]([F:24])([F:23])[F:22])=[CH:17][CH:16]=2)[CH:9]=1. The yield is 0.530. (2) The reactants are Cl[C:2]([O:4][CH2:5][CH:6]=[CH2:7])=[O:3].[NH2:8][C:9]1[CH:14]=[C:13]([O:15][Si:16]([CH:23]([CH3:25])[CH3:24])([CH:20]([CH3:22])[CH3:21])[CH:17]([CH3:19])[CH3:18])[C:12]([O:26][CH3:27])=[CH:11][C:10]=1[C:28]([N:30]1[CH:34]=[C:33](/[CH:35]=[CH:36]/[CH3:37])[CH2:32][C@H:31]1[CH2:38][O:39][Si:40]([C:43]([CH3:46])([CH3:45])[CH3:44])([CH3:42])[CH3:41])=[O:29].N1C=CC=CC=1. The catalyst is C(Cl)Cl. The product is [Si:40]([O:39][CH2:38][C@@H:31]1[CH2:32][C:33](/[CH:35]=[CH:36]/[CH3:37])=[CH:34][N:30]1[C:28]([C:10]1[CH:11]=[C:12]([O:26][CH3:27])[C:13]([O:15][Si:16]([CH:17]([CH3:19])[CH3:18])([CH:23]([CH3:25])[CH3:24])[CH:20]([CH3:21])[CH3:22])=[CH:14][C:9]=1[NH:8][C:2](=[O:3])[O:4][CH2:5][CH:6]=[CH2:7])=[O:29])([C:43]([CH3:44])([CH3:46])[CH3:45])([CH3:41])[CH3:42]. The yield is 1.00. (3) The reactants are [C:1]1([NH2:8])[CH:6]=[CH:5][CH:4]=[CH:3][C:2]=1[NH2:7].C(N(C(C)C)CC)(C)C.C([O:20][C:21](=O)[C:22](Br)([CH3:24])[CH3:23])C. The catalyst is CN(C=O)C. The product is [CH3:23][C:22]1([CH3:24])[NH:8][C:1]2[C:2](=[CH:3][CH:4]=[CH:5][CH:6]=2)[NH:7][C:21]1=[O:20]. The yield is 0.600. (4) The reactants are [NH2:1][C:2]1[C:7]([N+:8]([O-:10])=[O:9])=[CH:6][C:5]([CH3:11])=[C:4]([CH:12]2[CH2:14][CH2:13]2)[CH:3]=1.[H-].[Na+].Br[CH2:18][CH2:19][CH2:20][C:21]1[CH:26]=[CH:25][CH:24]=[CH:23][CH:22]=1. The catalyst is CN(C=O)C. The product is [CH:12]1([C:4]2[C:5]([CH3:11])=[CH:6][C:7]([N+:8]([O-:10])=[O:9])=[C:2]([CH:3]=2)[NH:1][CH2:18][CH2:19][CH2:20][C:21]2[CH:26]=[CH:25][CH:24]=[CH:23][CH:22]=2)[CH2:13][CH2:14]1. The yield is 0.920. (5) The yield is 0.180. The product is [O:43]1[CH2:42][CH2:41][CH:40]([O:39][C:36]2[C:37]3[N:38]=[C:29]([C:9]4[CH:10]=[C:11]([NH:15][S:16]([C:19]5[CH:24]=[CH:23][C:22]([F:25])=[CH:21][C:20]=5[F:26])(=[O:17])=[O:18])[CH:12]=[N:13][CH:14]=4)[CH:30]=[CH:31][C:32]=3[N:33]=[CH:34][N:35]=2)[CH2:45][CH2:44]1. The catalyst is O1CCOCC1. The reactants are CC1(C)C(C)(C)OB([C:9]2[CH:10]=[C:11]([NH:15][S:16]([C:19]3[CH:24]=[CH:23][C:22]([F:25])=[CH:21][C:20]=3[F:26])(=[O:18])=[O:17])[CH:12]=[N:13][CH:14]=2)O1.Cl[C:29]1[CH:30]=[CH:31][C:32]2[N:33]=[CH:34][N:35]=[C:36]([O:39][CH:40]3[CH2:45][CH2:44][O:43][CH2:42][CH2:41]3)[C:37]=2[N:38]=1.C(=O)(O)[O-].[Na+].